From a dataset of Peptide-MHC class I binding affinity with 185,985 pairs from IEDB/IMGT. Regression. Given a peptide amino acid sequence and an MHC pseudo amino acid sequence, predict their binding affinity value. This is MHC class I binding data. (1) The peptide sequence is IREQANSVETI. The MHC is HLA-B27:05 with pseudo-sequence HLA-B27:05. The binding affinity (normalized) is 0.187. (2) The peptide sequence is LLWAARPRL. The MHC is HLA-A02:01 with pseudo-sequence HLA-A02:01. The binding affinity (normalized) is 0.717. (3) The peptide sequence is TVANNPDDK. The MHC is HLA-A30:01 with pseudo-sequence HLA-A30:01. The binding affinity (normalized) is 0. (4) The peptide sequence is FLRGRAYGL. The MHC is HLA-A24:02 with pseudo-sequence HLA-A24:02. The binding affinity (normalized) is 0. (5) The peptide sequence is EFDNYRGTI. The MHC is HLA-B07:02 with pseudo-sequence HLA-B07:02. The binding affinity (normalized) is 0.0847. (6) The peptide sequence is RPRVAQLTF. The MHC is HLA-B18:01 with pseudo-sequence HLA-B18:01. The binding affinity (normalized) is 0.571. (7) The peptide sequence is ETTKHAVSR. The MHC is HLA-A33:01 with pseudo-sequence HLA-A33:01. The binding affinity (normalized) is 0.781. (8) The peptide sequence is LPRPSALII. The MHC is HLA-B51:01 with pseudo-sequence HLA-B51:01. The binding affinity (normalized) is 0.526. (9) The peptide sequence is EVPSTEDLV. The MHC is Mamu-A01 with pseudo-sequence Mamu-A01. The binding affinity (normalized) is 0.292.